From a dataset of hERG channel blocking data for cardiac toxicity assessment. Regression/Classification. Given a drug SMILES string, predict its toxicity properties. Task type varies by dataset: regression for continuous values (e.g., LD50, hERG inhibition percentage) or binary classification for toxic/non-toxic outcomes (e.g., AMES mutagenicity, cardiotoxicity, hepatotoxicity). Dataset: herg. (1) The drug is C[NH+](C)CCC1C=Nc2ccc(Cn3cncn3)cc21. The result is 0 (non-blocker). (2) The compound is COc1ccc(CCO[C@@H]2CCCC[C@@H]2N2CC[C@@H](O)C2)cc1OC. The result is 1 (blocker). (3) The compound is O=C1Cc2cc(CC[NH+]3CCN(c4nsc5ccccc45)CC3)c(Cl)cc2N1. The result is 1 (blocker). (4) The compound is O=C1C=CC[C@@H]2[C@H]3CCCN4CCC[C@H](CN12)[C@H]34. The result is 0 (non-blocker).